Dataset: Forward reaction prediction with 1.9M reactions from USPTO patents (1976-2016). Task: Predict the product of the given reaction. (1) The product is: [F:9][CH2:8][C:7]1[C:2]([O:28][C:25]2[CH:26]=[C:27]3[C:22](=[CH:23][CH:24]=2)[N:21]=[CH:20][N:19]=[C:18]3[NH:10][C:11]2[CH:15]=[CH:14][N:13]([CH3:16])[N:12]=2)=[N:3][CH:4]=[CH:5][CH:6]=1. Given the reactants Cl[C:2]1[C:7]([CH2:8][F:9])=[CH:6][CH:5]=[CH:4][N:3]=1.[NH2:10][C:11]1[CH:15]=[CH:14][N:13]([CH3:16])[N:12]=1.Cl[C:18]1[C:27]2[C:22](=[CH:23][CH:24]=[C:25]([OH:28])[CH:26]=2)[N:21]=[CH:20][N:19]=1, predict the reaction product. (2) The product is: [ClH:42].[N:11]1[CH:12]=[CH:13][CH:14]=[CH:15][C:10]=1[CH2:9][NH:8][CH2:16][CH2:17][C:18]1[CH:19]=[CH:20][C:21]([C:22]([NH:24][C@@H:25]([CH2:29][CH2:30][CH2:31][NH:32][CH2:33][C:34]2[CH:39]=[CH:38][CH:37]=[CH:36][N:35]=2)[C:26]([OH:28])=[O:27])=[O:23])=[CH:40][CH:41]=1. Given the reactants C([N:8]([CH2:16][CH2:17][C:18]1[CH:41]=[CH:40][C:21]([C:22]([NH:24][C@@H:25]([CH2:29][CH2:30][CH2:31][NH:32][CH2:33][C:34]2[CH:39]=[CH:38][CH:37]=[CH:36][N:35]=2)[C:26]([OH:28])=[O:27])=[O:23])=[CH:20][CH:19]=1)[CH2:9][C:10]1[CH:15]=[CH:14][CH:13]=[CH:12][N:11]=1)(OC(C)(C)C)=O.[ClH:42].O1CCOCC1, predict the reaction product. (3) The product is: [CH2:1]([O:8][C:9]1[CH:14]=[C:13]([CH3:15])[C:12]([CH3:16])=[CH:11][C:10]=1[NH2:17])[C:2]1[CH:7]=[CH:6][CH:5]=[CH:4][CH:3]=1. Given the reactants [CH2:1]([O:8][C:9]1[CH:14]=[C:13]([CH3:15])[C:12]([CH3:16])=[CH:11][C:10]=1[NH:17]C(=O)C)[C:2]1[CH:7]=[CH:6][CH:5]=[CH:4][CH:3]=1.[OH-].[K+], predict the reaction product. (4) Given the reactants Br[C:2]1[CH:3]=[C:4]([C:8]2([C:18]3[CH:23]=[CH:22][C:21]([O:24][CH3:25])=[CH:20][CH:19]=3)[C:16]3[C:11](=[N:12][CH:13]=[CH:14][CH:15]=3)[C:10]([NH2:17])=[N:9]2)[CH:5]=[CH:6][CH:7]=1.[N:26]1[CH:31]=[C:30](B(O)O)[CH:29]=[N:28][CH:27]=1.C(=O)([O-])[O-].[Cs+].[Cs+].C([O-])(=O)C.C(=O)([O-])O.[Na+], predict the reaction product. The product is: [CH3:25][O:24][C:21]1[CH:22]=[CH:23][C:18]([C:8]2([C:4]3[CH:5]=[CH:6][CH:7]=[C:2]([C:30]4[CH:31]=[N:26][CH:27]=[N:28][CH:29]=4)[CH:3]=3)[C:16]3[C:11](=[N:12][CH:13]=[CH:14][CH:15]=3)[C:10]([NH2:17])=[N:9]2)=[CH:19][CH:20]=1.